Dataset: Forward reaction prediction with 1.9M reactions from USPTO patents (1976-2016). Task: Predict the product of the given reaction. (1) Given the reactants Br[C:2]1[CH:11]=[CH:10][C:9]([CH3:12])=[CH:8][C:3]=1[C:4]([O:6][CH3:7])=[O:5].C([Sn](CCCC)(CCCC)[C:18]([O:20]CC)=[CH2:19])CCC, predict the reaction product. The product is: [C:18]([C:2]1[CH:11]=[CH:10][C:9]([CH3:12])=[CH:8][C:3]=1[C:4]([O:6][CH3:7])=[O:5])(=[O:20])[CH3:19]. (2) Given the reactants [N+:1]([C:4]1[C:5]([CH:15]=O)=[N:6][N:7]([CH:9]2[CH2:14][CH2:13][CH2:12][CH2:11][O:10]2)[CH:8]=1)([O-:3])=[O:2].[CH3:17][N:18]1[CH2:23][CH2:22][N:21]([C:24]2[CH:25]=[C:26]([NH2:31])[C:27]([NH2:30])=[CH:28][CH:29]=2)[CH2:20][CH2:19]1, predict the reaction product. The product is: [CH3:17][N:18]1[CH2:19][CH2:20][N:21]([C:24]2[CH:29]=[CH:28][C:27]3[N:30]=[C:15]([C:5]4[C:4]([N+:1]([O-:3])=[O:2])=[CH:8][N:7]([CH:9]5[CH2:14][CH2:13][CH2:12][CH2:11][O:10]5)[N:6]=4)[NH:31][C:26]=3[CH:25]=2)[CH2:22][CH2:23]1. (3) Given the reactants FC(F)(F)S(O[C:7]1[CH:16]=[CH:15][CH:14]=[C:13]2[C:8]=1[CH2:9][C@H:10]([N:17]([CH2:25][C:26]1[CH:31]=[CH:30][CH:29]=[CH:28][CH:27]=1)[CH2:18][C:19]1[CH:24]=[CH:23][CH:22]=[CH:21][CH:20]=1)[CH2:11][O:12]2)(=O)=O.CCCC[Sn]([C:47]1[CH:52]=[CH:51][CH:50]=[N:49][CH:48]=1)(CCCC)CCCC.O, predict the reaction product. The product is: [CH2:18]([N:17]([CH2:25][C:26]1[CH:31]=[CH:30][CH:29]=[CH:28][CH:27]=1)[C@H:10]1[CH2:9][C:8]2[C:13](=[CH:14][CH:15]=[CH:16][C:7]=2[C:47]2[CH:48]=[N:49][CH:50]=[CH:51][CH:52]=2)[O:12][CH2:11]1)[C:19]1[CH:24]=[CH:23][CH:22]=[CH:21][CH:20]=1. (4) Given the reactants [CH3:1][O:2][C:3]1[CH:8]=[CH:7][C:6]([C:9]2[CH:14]=[N:13][C:12]([C:15]#[C:16][Si](C)(C)C)=[CH:11][N:10]=2)=[CH:5][CH:4]=1.CCCC[N+](CCCC)(CCCC)CCCC.[F-], predict the reaction product. The product is: [C:15]([C:12]1[CH:11]=[N:10][C:9]([C:6]2[CH:7]=[CH:8][C:3]([O:2][CH3:1])=[CH:4][CH:5]=2)=[CH:14][N:13]=1)#[CH:16]. (5) Given the reactants [NH2:1][C:2]1[C:7]([N+:8]([O-])=O)=[C:6]([N:11]2[CH2:16][CH2:15][N:14]([CH2:17][C:18]([NH:20][C:21]3[S:22][CH:23]=[CH:24][N:25]=3)=[O:19])[CH2:13][CH2:12]2)[C:5]([Cl:26])=[CH:4][N:3]=1.[CH3:27][N:28]([CH3:37])[C:29]1[CH:36]=[CH:35][C:32]([CH:33]=O)=[CH:31][CH:30]=1.[O-]S(S([O-])=O)=O.[Na+].[Na+], predict the reaction product. The product is: [Cl:26][C:5]1[C:6]([N:11]2[CH2:16][CH2:15][N:14]([CH2:17][C:18]([NH:20][C:21]3[S:22][CH:23]=[CH:24][N:25]=3)=[O:19])[CH2:13][CH2:12]2)=[C:7]2[N:8]=[C:33]([C:32]3[CH:35]=[CH:36][C:29]([N:28]([CH3:37])[CH3:27])=[CH:30][CH:31]=3)[NH:1][C:2]2=[N:3][CH:4]=1. (6) The product is: [Cl:7][C:8]1[N:13]=[C:12]([O:6][C@@H:4]([CH3:5])[CH2:3][O:2][CH3:1])[C:11]([Cl:15])=[CH:10][N:9]=1. Given the reactants [CH3:1][O:2][CH2:3][C@@H:4]([OH:6])[CH3:5].[Cl:7][C:8]1[N:13]=[C:12](Cl)[C:11]([Cl:15])=[CH:10][N:9]=1.[H-].[Na+], predict the reaction product.